From a dataset of Reaction yield outcomes from USPTO patents with 853,638 reactions. Predict the reaction yield, written as a fraction of the theoretical maximum amount of product (1.0 means a 100% yield; for example, 0.34 means a 34% yield). The yield is 0.900. The reactants are [CH:1]1([CH2:7][CH2:8][CH2:9][C:10]#[C:11][C:12]2[C:13]([C:17]3[CH:18]=[N:19][CH:20]=[CH:21][CH:22]=3)=[N:14][NH:15][CH:16]=2)[CH2:6][CH2:5][CH2:4][CH2:3][CH2:2]1.[CH3:23]SC1C(C2C=NC=CC=2)=NNC=1. The product is [CH:1]1([CH2:7][CH2:8][CH2:9][C:10]#[C:11][C:12]2[C:13]([C:17]3[CH2:18][N:19]([CH3:23])[CH2:20][CH2:21][CH:22]=3)=[N:14][NH:15][CH:16]=2)[CH2:6][CH2:5][CH2:4][CH2:3][CH2:2]1. No catalyst specified.